Dataset: Full USPTO retrosynthesis dataset with 1.9M reactions from patents (1976-2016). Task: Predict the reactants needed to synthesize the given product. (1) Given the product [NH2:31][C:5]1[C:6]([C:8]2[CH:9]=[CH:10][C:11]([NH:14][C:15]([C:17]3[C:18](=[O:30])[N:19]([C:24]4[CH:29]=[CH:28][CH:27]=[CH:26][CH:25]=4)[N:20]([CH3:23])[C:21]=3[CH3:22])=[O:16])=[CH:12][CH:13]=2)=[N:7][C:2]([N:36]2[CH2:41][CH2:40][CH2:39][CH2:38][CH2:37]2)=[CH:3][N:4]=1, predict the reactants needed to synthesize it. The reactants are: Br[C:2]1[N:7]=[C:6]([C:8]2[CH:13]=[CH:12][C:11]([NH:14][C:15]([C:17]3[C:18](=[O:30])[N:19]([C:24]4[CH:29]=[CH:28][CH:27]=[CH:26][CH:25]=4)[N:20]([CH3:23])[C:21]=3[CH3:22])=[O:16])=[CH:10][CH:9]=2)[C:5](/[N:31]=C/N(C)C)=[N:4][CH:3]=1.[NH:36]1[CH2:41][CH2:40][CH2:39][CH2:38][CH2:37]1. (2) Given the product [N:21]([C:12]1[CH:13]=[CH:14][C:15]([O:16][C:17]([F:19])([F:18])[F:20])=[C:10]([C:2]2[O:1][C:5]3[CH:6]=[CH:7][CH:8]=[CH:9][C:4]=3[N:3]=2)[CH:11]=1)=[C:24]=[O:25], predict the reactants needed to synthesize it. The reactants are: [O:1]1[C:5]2[CH:6]=[CH:7][CH:8]=[CH:9][C:4]=2[N:3]=[C:2]1[C:10]1[CH:11]=[C:12]([NH2:21])[CH:13]=[CH:14][C:15]=1[O:16][C:17]([F:20])([F:19])[F:18].Cl.Cl[C:24](OC(Cl)(Cl)Cl)=[O:25]. (3) Given the product [Cl:57][C:58]1[CH:68]=[CH:67][CH:66]=[CH:65][C:59]=1[O:60][CH:9]1[CH2:4][N:3]([C:46](=[O:48])[CH2:45][NH:44][C:42]([C:40]2[N:39]=[N:38][N:37]([C:33]3[CH:32]=[N:31][CH:36]=[CH:35][CH:34]=3)[CH:41]=2)=[O:43])[CH2:7]1, predict the reactants needed to synthesize it. The reactants are: CC[N:3]([CH:7]([CH3:9])C)[CH:4](C)C.C1C=CC2N(O)N=NC=2C=1.CCN=C=NCCCN(C)C.[N:31]1[CH:36]=[CH:35][CH:34]=[C:33]([N:37]2[CH:41]=[C:40]([C:42]([NH:44][CH2:45][C:46]([OH:48])=O)=[O:43])[N:39]=[N:38]2)[CH:32]=1.NC1C=NC=CC=1.Cl.[Cl:57][C:58]1[CH:68]=[CH:67][CH:66]=[CH:65][C:59]=1[O:60]C1CNC1.Cl.FC(F)(F)C1C=C(C=CC=1)OC1CNC1.